From a dataset of NCI-60 drug combinations with 297,098 pairs across 59 cell lines. Regression. Given two drug SMILES strings and cell line genomic features, predict the synergy score measuring deviation from expected non-interaction effect. (1) Drug 1: CC1=C(C=C(C=C1)NC2=NC=CC(=N2)N(C)C3=CC4=NN(C(=C4C=C3)C)C)S(=O)(=O)N.Cl. Drug 2: CC(C)NC(=O)C1=CC=C(C=C1)CNNC.Cl. Cell line: SK-MEL-2. Synergy scores: CSS=-7.34, Synergy_ZIP=2.76, Synergy_Bliss=1.15, Synergy_Loewe=-4.82, Synergy_HSA=-4.22. (2) Drug 1: C1=CC(=CC=C1CC(C(=O)O)N)N(CCCl)CCCl.Cl. Drug 2: C1=NC(=NC(=O)N1C2C(C(C(O2)CO)O)O)N. Cell line: UACC62. Synergy scores: CSS=20.9, Synergy_ZIP=-3.37, Synergy_Bliss=6.50, Synergy_Loewe=-6.18, Synergy_HSA=8.05. (3) Drug 1: CCCCC(=O)OCC(=O)C1(CC(C2=C(C1)C(=C3C(=C2O)C(=O)C4=C(C3=O)C=CC=C4OC)O)OC5CC(C(C(O5)C)O)NC(=O)C(F)(F)F)O. Drug 2: C1CN(CCN1C(=O)CCBr)C(=O)CCBr. Cell line: M14. Synergy scores: CSS=51.4, Synergy_ZIP=-0.819, Synergy_Bliss=-1.07, Synergy_Loewe=-18.7, Synergy_HSA=0.843. (4) Drug 1: CC12CCC(CC1=CCC3C2CCC4(C3CC=C4C5=CN=CC=C5)C)O. Drug 2: C1=NC2=C(N=C(N=C2N1C3C(C(C(O3)CO)O)O)F)N. Cell line: NCI-H226. Synergy scores: CSS=0.741, Synergy_ZIP=0.848, Synergy_Bliss=2.51, Synergy_Loewe=-1.82, Synergy_HSA=-0.579.